Dataset: Forward reaction prediction with 1.9M reactions from USPTO patents (1976-2016). Task: Predict the product of the given reaction. (1) Given the reactants [CH3:1][O:2][C:3]1[CH:8]=[CH:7][C:6]([N:9]2[CH2:14][CH:13]=[C:12]([C:15]3[C:20]([O:21][CH3:22])=[CH:19][C:18]([O:23][CH3:24])=[CH:17][C:16]=3[O:25][CH3:26])[CH2:11][CH2:10]2)=[CH:5][CH:4]=1.[BH4-].[Na+].B(F)(F)F.C1C[O:36]CC1, predict the reaction product. The product is: [CH3:1][O:2][C:3]1[CH:4]=[CH:5][C:6]([N:9]2[CH2:10][CH2:11][CH:12]([C:15]3[C:20]([O:21][CH3:22])=[CH:19][C:18]([O:23][CH3:24])=[CH:17][C:16]=3[O:25][CH3:26])[CH:13]([OH:36])[CH2:14]2)=[CH:7][CH:8]=1. (2) The product is: [NH2:1][C:4]1[CH:13]=[CH:12][CH:11]=[C:10]2[C:5]=1[CH:6]=[CH:7][N:8]([CH2:15][CH:16]1[CH2:17][CH2:18][O:19][CH2:20][CH2:21]1)[C:9]2=[O:14]. Given the reactants [N+:1]([C:4]1[CH:13]=[CH:12][CH:11]=[C:10]2[C:5]=1[CH:6]=[CH:7][N:8]([CH2:15][CH:16]1[CH2:21][CH2:20][O:19][CH2:18][CH2:17]1)[C:9]2=[O:14])([O-])=O.O.O.[Sn](Cl)Cl.O1CCCC1, predict the reaction product. (3) Given the reactants [CH3:1][C:2]1[C:10]2[CH2:9][O:8][C:7](=[O:11])[C:6]=2[CH:5]=[CH:4][C:3]=1[C@@H:12]1[CH2:14][O:13]1.[CH3:15][C:16]1[C:24]2[CH2:23][O:22][C:21](=[O:25])[C:20]=2[CH:19]=[CH:18][C:17]=1[O:26][CH2:27][CH:28]1[CH2:33][CH2:32][NH:31][CH2:30][CH2:29]1, predict the reaction product. The product is: [OH:13][C@H:12]([C:3]1[CH:4]=[CH:5][C:6]2[C:7](=[O:11])[O:8][CH2:9][C:10]=2[C:2]=1[CH3:1])[CH2:14][N:31]1[CH2:32][CH2:33][CH:28]([CH2:27][O:26][C:17]2[CH:18]=[CH:19][C:20]3[C:21](=[O:25])[O:22][CH2:23][C:24]=3[C:16]=2[CH3:15])[CH2:29][CH2:30]1. (4) Given the reactants [CH:1]1([C:7]([N:9]2[CH2:18][CH2:17][C:16]3[C:11](=[CH:12][CH:13]=[C:14]([CH2:19][OH:20])[CH:15]=3)[CH2:10]2)=[O:8])[CH2:6][CH2:5][CH2:4][CH2:3][CH2:2]1, predict the reaction product. The product is: [CH:1]1([C:7]([N:9]2[CH2:18][CH2:17][C:16]3[C:11](=[CH:12][CH:13]=[C:14]([CH:19]=[O:20])[CH:15]=3)[CH2:10]2)=[O:8])[CH2:6][CH2:5][CH2:4][CH2:3][CH2:2]1. (5) Given the reactants CO[C:3]1[CH:8]=[CH:7][N:6]=[C:5]([C:9]2[CH:14]=[CH:13][N:12]=[C:11]([NH:15][C:16]3[CH:17]=[C:18]4[C:22](=[CH:23][CH:24]=3)[NH:21][C:20]([C:25]([N:27]3[CH2:32][CH2:31][NH:30][CH2:29][CH2:28]3)=[O:26])=[CH:19]4)[N:10]=2)[CH:4]=1.COC1C=CN=C(C2C=CN=C(NC3C=C4C(=CC=3)NC(C(O)=O)=C4)N=2)C=1, predict the reaction product. The product is: [N:27]1([C:25]([C:20]2[NH:21][C:22]3[C:18]([CH:19]=2)=[CH:17][C:16]([NH:15][C:11]2[N:10]=[C:9]([C:5]4[CH:4]=[CH:3][CH:8]=[CH:7][N:6]=4)[CH:14]=[CH:13][N:12]=2)=[CH:24][CH:23]=3)=[O:26])[CH2:28][CH2:29][NH:30][CH2:31][CH2:32]1. (6) Given the reactants [Br:1][C:2]1[CH:3]=[C:4]2[C:9](=[CH:10][CH:11]=1)[N:8]=[CH:7][CH:6]=[C:5]2Cl.COC1C=C2C(=CC=1)N=CC=C2[S:25]C1(C(O)=O)CCC1.[S-2].[Na+].[Na+].Br[C:37]1([C:42]([O:44][CH2:45][CH3:46])=[O:43])[CH2:41][CH2:40][CH2:39][CH2:38]1.C(=O)([O-])[O-].[Cs+].[Cs+], predict the reaction product. The product is: [Br:1][C:2]1[CH:3]=[C:4]2[C:9](=[CH:10][CH:11]=1)[N:8]=[CH:7][CH:6]=[C:5]2[S:25][C:37]1([C:42]([O:44][CH2:45][CH3:46])=[O:43])[CH2:41][CH2:40][CH2:39][CH2:38]1. (7) Given the reactants C(Cl)(=O)C(Cl)=O.CS(C)=O.[Br:11][C:12]1[CH:17]=[C:16]([Cl:18])[C:15]([O:19][CH3:20])=[CH:14][C:13]=1[CH2:21][OH:22].Cl, predict the reaction product. The product is: [Br:11][C:12]1[CH:17]=[C:16]([Cl:18])[C:15]([O:19][CH3:20])=[CH:14][C:13]=1[CH:21]=[O:22].